Predict the product of the given reaction. From a dataset of Forward reaction prediction with 1.9M reactions from USPTO patents (1976-2016). (1) Given the reactants [CH:1]([NH:4][C:5]1[N:6]=[N:7][C:8]([C:11]#[CH:12])=[CH:9][CH:10]=1)([CH3:3])[CH3:2].I[C:14]1[CH:15]=[C:16]([CH:36]=[CH:37][C:38]=1[CH3:39])[C:17]([NH:19][C:20]1[CH:25]=[CH:24][C:23]([N:26]2[CH:30]=[C:29]([CH3:31])[N:28]=[CH:27]2)=[C:22]([C:32]([F:35])([F:34])[F:33])[CH:21]=1)=[O:18], predict the reaction product. The product is: [CH:1]([NH:4][C:5]1[N:6]=[N:7][C:8]([C:11]#[C:12][C:37]2[CH:36]=[C:16]([CH:15]=[CH:14][C:38]=2[CH3:39])[C:17]([NH:19][C:20]2[CH:25]=[CH:24][C:23]([N:26]3[CH:30]=[C:29]([CH3:31])[N:28]=[CH:27]3)=[C:22]([C:32]([F:33])([F:34])[F:35])[CH:21]=2)=[O:18])=[CH:9][CH:10]=1)([CH3:3])[CH3:2]. (2) Given the reactants Br[C:2]1[CH:7]=[CH:6][C:5](/[C:8](/[C:18]2[CH:19]=[C:20]3[C:24](=[CH:25][CH:26]=2)[N:23](C2CCCCO2)[N:22]=[CH:21]3)=[C:9](\[C:12]2[CH:17]=[CH:16][CH:15]=[CH:14][CH:13]=2)/[CH2:10][CH3:11])=[CH:4][CH:3]=1.[CH:33]([S:35]([NH2:38])(=[O:37])=[O:36])=[CH2:34].C(N(CC)CC)C.Cl, predict the reaction product. The product is: [NH:23]1[C:24]2[C:20](=[CH:19][C:18](/[C:8](/[C:5]3[CH:6]=[CH:7][C:2](/[CH:34]=[CH:33]/[S:35]([NH2:38])(=[O:37])=[O:36])=[CH:3][CH:4]=3)=[C:9](/[C:12]3[CH:13]=[CH:14][CH:15]=[CH:16][CH:17]=3)\[CH2:10][CH3:11])=[CH:26][CH:25]=2)[CH:21]=[N:22]1. (3) Given the reactants [CH:1]([F:10])([O:6][CH:7]([F:9])[F:8])[C:2]([F:5])([F:4])[F:3].F.C(Cl)(OC(F)F)C(F)(F)[F:14], predict the reaction product. The product is: [CH:1]([F:10])([O:6][CH:7]([F:9])[F:8])[C:2]([F:5])([F:4])[F:3].[CH:1]([F:10])([O:6][CH:7]([F:9])[F:8])[C:2]([F:5])([F:4])[F:3].[FH:14]. (4) Given the reactants [F:1][C:2]1[CH:27]=[C:26]([F:28])[CH:25]=[CH:24][C:3]=1[O:4][C:5]1[C:18](=[O:19])[N:17]([CH2:20][C@H:21]([OH:23])[CH3:22])[C:8]2[N:9]=[C:10](S(C)(=O)=O)[N:11]=[CH:12][C:7]=2[CH:6]=1.[NH2:29][C:30]([CH3:34])([CH3:33])[CH2:31][OH:32], predict the reaction product. The product is: [F:1][C:2]1[CH:27]=[C:26]([F:28])[CH:25]=[CH:24][C:3]=1[O:4][C:5]1[C:18](=[O:19])[N:17]([CH2:20][C@H:21]([OH:23])[CH3:22])[C:8]2[N:9]=[C:10]([NH:29][C:30]([CH3:34])([CH3:33])[CH2:31][OH:32])[N:11]=[CH:12][C:7]=2[CH:6]=1. (5) Given the reactants Br[C:2]1[CH:3]=[C:4]2[C:9](=[C:10]([F:12])[CH:11]=1)[CH:8]=[C:7]([OH:13])[CH:6]=[CH:5]2.[CH3:14][O:15][C:16]1[CH:21]=[CH:20][C:19](B(O)O)=[CH:18][CH:17]=1, predict the reaction product. The product is: [F:12][C:10]1[CH:11]=[C:2]([C:19]2[CH:20]=[CH:21][C:16]([O:15][CH3:14])=[CH:17][CH:18]=2)[CH:3]=[C:4]2[C:9]=1[CH:8]=[C:7]([OH:13])[CH:6]=[CH:5]2.